Dataset: Peptide-MHC class II binding affinity with 134,281 pairs from IEDB. Task: Regression. Given a peptide amino acid sequence and an MHC pseudo amino acid sequence, predict their binding affinity value. This is MHC class II binding data. (1) The peptide sequence is FERLAITKGKVDPTD. The MHC is DRB1_1602 with pseudo-sequence DRB1_1602. The binding affinity (normalized) is 0.185. (2) The peptide sequence is EEWEPLTKKGNVWEV. The MHC is DRB3_0101 with pseudo-sequence DRB3_0101. The binding affinity (normalized) is 0. (3) The peptide sequence is APWLDLVRKLGVLAG. The MHC is DRB3_0101 with pseudo-sequence DRB3_0101. The binding affinity (normalized) is 0.252. (4) The peptide sequence is ISATPEWATPFPHRK. The binding affinity (normalized) is 0.174. The MHC is DRB1_1602 with pseudo-sequence DRB1_1602. (5) The peptide sequence is SIRAANVMAASLRKA. The MHC is HLA-DQA10501-DQB10402 with pseudo-sequence HLA-DQA10501-DQB10402. The binding affinity (normalized) is 0.619. (6) The peptide sequence is IALVKTLLEQTLALL. The MHC is HLA-DPA10301-DPB10402 with pseudo-sequence HLA-DPA10301-DPB10402. The binding affinity (normalized) is 0.246.